From a dataset of Full USPTO retrosynthesis dataset with 1.9M reactions from patents (1976-2016). Predict the reactants needed to synthesize the given product. Given the product [C:29]([O:28][C:26]([N:23]1[CH2:24][CH2:25][CH:20]([NH:19][C:2]2[N:7]=[C:6]3[NH:8][N:9]=[C:10]([C:11]4[CH:16]=[CH:15][N:14]=[C:13]([S:17][CH3:18])[N:12]=4)[C:5]3=[CH:4][N:3]=2)[CH2:21][CH2:22]1)=[O:27])([CH3:32])([CH3:30])[CH3:31], predict the reactants needed to synthesize it. The reactants are: Cl[C:2]1[N:7]=[C:6]2[NH:8][N:9]=[C:10]([C:11]3[CH:16]=[CH:15][N:14]=[C:13]([S:17][CH3:18])[N:12]=3)[C:5]2=[CH:4][N:3]=1.[NH2:19][CH:20]1[CH2:25][CH2:24][N:23]([C:26]([O:28][C:29]([CH3:32])([CH3:31])[CH3:30])=[O:27])[CH2:22][CH2:21]1.C(N(CC)CC)C.